Predict the reactants needed to synthesize the given product. From a dataset of Full USPTO retrosynthesis dataset with 1.9M reactions from patents (1976-2016). (1) Given the product [NH2:1][C:2]1[CH:7]=[C:6]([Cl:8])[CH:5]=[CH:4][C:3]=1[S:9][CH2:11][C:12]1[N:13]=[C:14]([NH:17][C:18](=[O:24])[O:19][C:20]([CH3:22])([CH3:21])[CH3:23])[S:15][CH:16]=1, predict the reactants needed to synthesize it. The reactants are: [NH2:1][C:2]1[CH:7]=[C:6]([Cl:8])[CH:5]=[CH:4][C:3]=1[SH:9].Cl[CH2:11][C:12]1[N:13]=[C:14]([NH:17][C:18](=[O:24])[O:19][C:20]([CH3:23])([CH3:22])[CH3:21])[S:15][CH:16]=1.C([O-])([O-])=O.[K+].[K+]. (2) Given the product [F:21][C:22]1[CH:23]=[C:24]([CH:27]=[CH:28][C:29]=1[F:30])[CH2:25][N:1]1[CH2:5][CH2:4][CH2:3][C@@H:2]1[C:6]([NH:8][C@H:9]([C:11]1[CH:12]=[CH:13][C:14]([C:15]([O:17][CH3:18])=[O:16])=[CH:19][CH:20]=1)[CH3:10])=[O:7], predict the reactants needed to synthesize it. The reactants are: [NH:1]1[CH2:5][CH2:4][CH2:3][C@@H:2]1[C:6]([NH:8][C@H:9]([C:11]1[CH:20]=[CH:19][C:14]([C:15]([O:17][CH3:18])=[O:16])=[CH:13][CH:12]=1)[CH3:10])=[O:7].[F:21][C:22]1[CH:23]=[C:24]([CH:27]=[CH:28][C:29]=1[F:30])[CH2:25]Br.C([O-])([O-])=O.[Na+].[Na+].